Dataset: Peptide-MHC class I binding affinity with 185,985 pairs from IEDB/IMGT. Task: Regression. Given a peptide amino acid sequence and an MHC pseudo amino acid sequence, predict their binding affinity value. This is MHC class I binding data. (1) The peptide sequence is PASTNRQSGR. The MHC is HLA-A31:01 with pseudo-sequence HLA-A31:01. The binding affinity (normalized) is 0.304. (2) The peptide sequence is LLFKLLEYSNQ. The MHC is H-2-Db with pseudo-sequence H-2-Db. The binding affinity (normalized) is 0. (3) The peptide sequence is AVDADDSHF. The MHC is HLA-A02:16 with pseudo-sequence HLA-A02:16. The binding affinity (normalized) is 0.0847. (4) The peptide sequence is TVLGVSIL. The binding affinity (normalized) is 0.184. The MHC is HLA-A02:01 with pseudo-sequence HLA-A02:01. (5) The peptide sequence is RRQRKRRW. The MHC is Mamu-B17 with pseudo-sequence Mamu-B17. The binding affinity (normalized) is 0. (6) The MHC is HLA-A11:01 with pseudo-sequence HLA-A11:01. The peptide sequence is TTFVTPMLR. The binding affinity (normalized) is 0.596. (7) The peptide sequence is NVNKLMEEY. The MHC is HLA-A11:01 with pseudo-sequence HLA-A11:01. The binding affinity (normalized) is 0.0689. (8) The peptide sequence is ALWGPDPAA. The MHC is HLA-A02:01 with pseudo-sequence HLA-A02:01. The binding affinity (normalized) is 0.373. (9) The peptide sequence is RRAAVSTLE. The MHC is HLA-A02:16 with pseudo-sequence HLA-A02:16. The binding affinity (normalized) is 0.0847. (10) The binding affinity (normalized) is 0.0847. The MHC is HLA-A26:01 with pseudo-sequence HLA-A26:01. The peptide sequence is RRAYSGKQY.